Task: Binary Classification. Given a miRNA mature sequence and a target amino acid sequence, predict their likelihood of interaction.. Dataset: Experimentally validated miRNA-target interactions with 360,000+ pairs, plus equal number of negative samples (1) The miRNA is hsa-miR-384 with sequence AUUCCUAGAAAUUGUUCAUA. The protein sequence of the target gene is MAVLSKEYGFVLLTGAASFIMVAHLAINVSKARKKYKVEYPIMYSTDPENGHIFNCIQRAHQNTLEVYPPFLFFLAVGGVYHPRIASGLGLAWIVGRVLYAYGYYTGEPSKRSRGALGSIALLGLVGTTVCSAFQHLGWVKSGLGSGPKCCH. Result: 0 (no interaction). (2) The miRNA is hsa-miR-6834-3p with sequence UAUGUCCCAUCCCUCCAUCA. The protein sequence of the target gene is MAAAVPQRAWTVEQLRSEQLPKKDIIKFLQDHGSDSFLAEHKLLGNIKNVAKTANKDHLVNAYNHLFESKRFKGTETISKVSEQVKNVKLSDDKPKDSKSEETLDEGPPKYTKSILKKGDKTNFPKKGDVVHCWYTGTLPDGTVFDTNIQTSSKKKKNAKPLSFKVGVGKVIRGWDEALLTMSKGEKARLEIEPEWAYGKKGQPDAKIPPNTKLIFEVELVDID. Result: 0 (no interaction). (3) The miRNA is hsa-miR-650 with sequence AGGAGGCAGCGCUCUCAGGAC. The protein sequence of the target gene is MASASARGNQDKDAHFPPPSKQSLLFCPKSKLHIHRAEISKIMRECQEESFWKRALPFSLVSMLVTQGLVYQGYLAANSRFGSLPKVALAGLLGFGLGKVSYIGVCQSKFHFFEDQLRGAGFGPQHNRHCLLTCEECKIKHGLSEKGDSQPSAS. Result: 1 (interaction).